This data is from Peptide-MHC class II binding affinity with 134,281 pairs from IEDB. The task is: Regression. Given a peptide amino acid sequence and an MHC pseudo amino acid sequence, predict their binding affinity value. This is MHC class II binding data. (1) The peptide sequence is DEFFECFKYLLIQGH. The MHC is DRB1_0405 with pseudo-sequence DRB1_0405. The binding affinity (normalized) is 0.740. (2) The peptide sequence is SMSLFEVDQTKIQYV. The MHC is DRB3_0101 with pseudo-sequence DRB3_0101. The binding affinity (normalized) is 0.834. (3) The peptide sequence is FPCQEWQEVDSILGF. The MHC is HLA-DQA10501-DQB10303 with pseudo-sequence HLA-DQA10501-DQB10303. The binding affinity (normalized) is 0.